Regression. Given a peptide amino acid sequence and an MHC pseudo amino acid sequence, predict their binding affinity value. This is MHC class II binding data. From a dataset of Peptide-MHC class II binding affinity with 134,281 pairs from IEDB. (1) The peptide sequence is SVRIRVRSGGHDYEG. The MHC is DRB1_1001 with pseudo-sequence DRB1_1001. The binding affinity (normalized) is 0.201. (2) The peptide sequence is ALLTSRLTGLALRNR. The MHC is DRB1_1501 with pseudo-sequence DRB1_1501. The binding affinity (normalized) is 0.529. (3) The peptide sequence is YASVEAANASPLQVA. The MHC is DRB1_0901 with pseudo-sequence DRB1_0901. The binding affinity (normalized) is 0.675. (4) The peptide sequence is AIPKVPPGPNITATY. The binding affinity (normalized) is 0. The MHC is HLA-DQA10104-DQB10503 with pseudo-sequence HLA-DQA10104-DQB10503. (5) The peptide sequence is KFYFNKRLNQLTR. The MHC is DRB1_0401 with pseudo-sequence DRB1_0401. The binding affinity (normalized) is 0.167. (6) The peptide sequence is FIFGEARSLYLNTEL. The MHC is HLA-DPA10103-DPB10301 with pseudo-sequence HLA-DPA10103-DPB10301. The binding affinity (normalized) is 0.480. (7) The peptide sequence is INYPTAAAIAYGLDR. The MHC is HLA-DQA10102-DQB10602 with pseudo-sequence HLA-DQA10102-DQB10602. The binding affinity (normalized) is 0.764. (8) The peptide sequence is KGSNPNYLALLVKYV. The MHC is DRB3_0101 with pseudo-sequence DRB3_0101. The binding affinity (normalized) is 0.330.